Predict which catalyst facilitates the given reaction. From a dataset of Catalyst prediction with 721,799 reactions and 888 catalyst types from USPTO. Reactant: [C:1]1([C@@H:7]2[CH2:9][C@H:8]2[NH2:10])[CH:6]=[CH:5][CH:4]=[CH:3][CH:2]=1.[CH:11]([C@H:13]1[CH2:17][CH2:16][N:15]([C:18]([O:20][C:21]([CH3:24])([CH3:23])[CH3:22])=[O:19])[CH2:14]1)=O.C(O)(=O)C.C([BH3-])#N.[Na+].C(N(CC)CC)C.[F:40][C:41]([F:52])([F:51])[C:42](O[C:42](=[O:43])[C:41]([F:52])([F:51])[F:40])=[O:43]. Product: [F:40][C:41]([F:52])([F:51])[C:42]([N:10]([CH2:11][C@H:13]1[CH2:17][CH2:16][N:15]([C:18]([O:20][C:21]([CH3:24])([CH3:23])[CH3:22])=[O:19])[CH2:14]1)[C@@H:8]1[CH2:9][C@H:7]1[C:1]1[CH:6]=[CH:5][CH:4]=[CH:3][CH:2]=1)=[O:43]. The catalyst class is: 5.